From a dataset of Forward reaction prediction with 1.9M reactions from USPTO patents (1976-2016). Predict the product of the given reaction. (1) The product is: [CH2:25]([O:32][CH2:33][CH:34]([OH:37])[CH2:20][Br:24])[C:26]1[CH:31]=[CH:30][CH:29]=[CH:28][CH:27]=1. Given the reactants C1(P(C2C=CC=CC=2)C2C=CC=CC=2)C=CC=CC=1.[C:20]([Br:24])(Br)(Br)Br.[CH2:25]([O:32][CH2:33][CH:34]([OH:37])CO)[C:26]1[CH:31]=[CH:30][CH:29]=[CH:28][CH:27]=1, predict the reaction product. (2) Given the reactants FF.[Br:3][C:4]1[CH:9]=[CH:8][C:7]([SH:10])=[CH:6][CH:5]=1.[F:11][C:12]([F:18])([F:17])[C:13]([F:16])([F:15])I, predict the reaction product. The product is: [Br:3][C:4]1[CH:9]=[CH:8][C:7]([S:10][C:13]([F:16])([F:15])[C:12]([F:18])([F:17])[F:11])=[CH:6][CH:5]=1.